Dataset: Catalyst prediction with 721,799 reactions and 888 catalyst types from USPTO. Task: Predict which catalyst facilitates the given reaction. (1) Reactant: C(OC([N:11]1[CH2:15][CH:14]([F:16])[CH:13]([CH3:17])[C@H:12]1[C:18]([OH:20])=[O:19])=O)C1C=CC=CC=1. Product: [F:16][CH:14]1[CH2:15][NH:11][C@H:12]([C:18]([OH:20])=[O:19])[CH:13]1[CH3:17]. The catalyst class is: 43. (2) Reactant: [CH3:1][O:2][C:3]1[CH:18]=[CH:17][C:6]([CH2:7][N:8]([CH3:16])[C:9](=[O:15])[O:10][C:11]([CH3:14])([CH3:13])[CH3:12])=[CH:5][C:4]=1[N+:19]([O-])=O. Product: [NH2:19][C:4]1[CH:5]=[C:6]([CH:17]=[CH:18][C:3]=1[O:2][CH3:1])[CH2:7][N:8]([CH3:16])[C:9](=[O:15])[O:10][C:11]([CH3:14])([CH3:13])[CH3:12]. The catalyst class is: 25. (3) Reactant: [Br:1][CH2:2][CH2:3][CH2:4][CH2:5][CH2:6][CH2:7][CH2:8][CH2:9][CH2:10][CH2:11][CH2:12][CH2:13][P:14](=[O:21])([O:18]CC)[O:15]CC.[Si](Br)(C)(C)C. Product: [Br:1][CH2:2][CH2:3][CH2:4][CH2:5][CH2:6][CH2:7][CH2:8][CH2:9][CH2:10][CH2:11][CH2:12][CH2:13][P:14](=[O:15])([OH:21])[OH:18]. The catalyst class is: 2. (4) Reactant: [C:1]([C:3]1[CH:18]=[CH:17][C:6]([CH2:7][CH2:8][NH:9]C(=O)OC(C)(C)C)=[CH:5][C:4]=1[O:19][C:20]([F:23])([F:22])[F:21])#[N:2].C(O)(C(F)(F)F)=O. Product: [NH2:9][CH2:8][CH2:7][C:6]1[CH:17]=[CH:18][C:3]([C:1]#[N:2])=[C:4]([O:19][C:20]([F:21])([F:22])[F:23])[CH:5]=1. The catalyst class is: 2. (5) Reactant: [C:1]([C:3]1[CH:8]=[CH:7][C:6]([C:9]2[CH:17]=[C:16]([CH2:18][O:19][CH2:20][C:21]3([C:34]4[CH:39]=[CH:38][CH:37]=[CH:36][CH:35]=4)[CH2:26][CH2:25][N:24](C(OC(C)(C)C)=O)[CH2:23][CH2:22]3)[C:15]3[C:11](=[CH:12][N:13]([CH3:40])[N:14]=3)[CH:10]=2)=[CH:5][CH:4]=1)#[N:2]. Product: [CH3:40][N:13]1[CH:12]=[C:11]2[C:15]([C:16]([CH2:18][O:19][CH2:20][C:21]3([C:34]4[CH:39]=[CH:38][CH:37]=[CH:36][CH:35]=4)[CH2:22][CH2:23][NH:24][CH2:25][CH2:26]3)=[CH:17][C:9]([C:6]3[CH:5]=[CH:4][C:3]([C:1]#[N:2])=[CH:8][CH:7]=3)=[CH:10]2)=[N:14]1. The catalyst class is: 55. (6) Reactant: [N+:1]([C:4]1[CH:5]=[C:6]([CH:8]=[CH:9][CH:10]=1)[NH2:7])([O-:3])=[O:2].C(N(CC)CC)C.[F:18][C:19]([F:36])([F:35])[C:20]1[CH:25]=[CH:24][C:23]([C:26]2[C:27]([C:32](Cl)=[O:33])=[CH:28][CH:29]=[CH:30][CH:31]=2)=[CH:22][CH:21]=1. Product: [N+:1]([C:4]1[CH:5]=[C:6]([NH:7][C:32]([C:27]2[C:26]([C:23]3[CH:24]=[CH:25][C:20]([C:19]([F:18])([F:35])[F:36])=[CH:21][CH:22]=3)=[CH:31][CH:30]=[CH:29][CH:28]=2)=[O:33])[CH:8]=[CH:9][CH:10]=1)([O-:3])=[O:2]. The catalyst class is: 1.